Dataset: Reaction yield outcomes from USPTO patents with 853,638 reactions. Task: Predict the reaction yield, written as a fraction of the theoretical maximum amount of product (1.0 means a 100% yield; for example, 0.34 means a 34% yield). (1) The catalyst is O. The product is [NH2:18][C:3]1[C:4](=[O:17])[NH:5][C:6](=[S:16])[N:7]([C:8]2[CH:13]=[CH:12][CH:11]=[CH:10][C:9]=2[O:14][CH3:15])[C:2]=1[NH2:1]. The yield is 0.800. The reactants are [NH2:1][C:2]1[N:7]([C:8]2[CH:13]=[CH:12][CH:11]=[CH:10][C:9]=2[O:14][CH3:15])[C:6](=[S:16])[NH:5][C:4](=[O:17])[C:3]=1[N:18]=O.N.S(S([O-])=O)([O-])=O.[Na+].[Na+].S(=O)(=O)(O)O. (2) The reactants are C1COCC1.[CH3:6][O:7][C:8]1[CH:13]=[CH:12][C:11]([N:14]2[CH2:19][CH2:18][N:17]([C:20]3[C:21]([CH3:34])=[C:22]([CH3:33])[C:23]4[O:27][C:26]([CH2:29][OH:30])([CH3:28])[CH2:25][C:24]=4[C:31]=3[CH3:32])[CH2:16][CH2:15]2)=[CH:10][CH:9]=1.C(N(CC)CC)C.[CH3:42][S:43](Cl)(=[O:45])=[O:44]. The catalyst is O.C(OCC)(=O)C. The product is [CH3:42][S:43]([O:30][CH2:29][C:26]1([CH3:28])[CH2:25][C:24]2[C:31]([CH3:32])=[C:20]([N:17]3[CH2:16][CH2:15][N:14]([C:11]4[CH:10]=[CH:9][C:8]([O:7][CH3:6])=[CH:13][CH:12]=4)[CH2:19][CH2:18]3)[C:21]([CH3:34])=[C:22]([CH3:33])[C:23]=2[O:27]1)(=[O:45])=[O:44]. The yield is 0.920. (3) The reactants are [C:1]1([N:7]([C:21]2[CH:26]=[CH:25][C:24](B3OC(C)(C)C(C)(C)O3)=[CH:23][CH:22]=2)[C:8]2[C:13]3[S:14][C:15]4[CH:20]=[CH:19][CH:18]=[CH:17][C:16]=4[C:12]=3[CH:11]=[CH:10][CH:9]=2)[CH:6]=[CH:5][CH:4]=[CH:3][CH:2]=1.Br[C:37]1[CH:38]=[CH:39][C:40]2[NH:41][C:42]3[C:47]([C:48]=2[CH:49]=1)=[CH:46][CH:45]=[CH:44][CH:43]=3.C([O-])([O-])=O.[K+].[K+]. The catalyst is C1(C)C=CC=CC=1.O.CCO.C1C=CC([P]([Pd]([P](C2C=CC=CC=2)(C2C=CC=CC=2)C2C=CC=CC=2)([P](C2C=CC=CC=2)(C2C=CC=CC=2)C2C=CC=CC=2)[P](C2C=CC=CC=2)(C2C=CC=CC=2)C2C=CC=CC=2)(C2C=CC=CC=2)C2C=CC=CC=2)=CC=1. The product is [CH:39]1[C:40]2[NH:41][C:42]3[C:47](=[CH:46][CH:45]=[CH:44][CH:43]=3)[C:48]=2[CH:49]=[C:37]([C:24]2[CH:23]=[CH:22][C:21]([N:7]([C:1]3[CH:2]=[CH:3][CH:4]=[CH:5][CH:6]=3)[C:8]3[C:13]4[S:14][C:15]5[CH:20]=[CH:19][CH:18]=[CH:17][C:16]=5[C:12]=4[CH:11]=[CH:10][CH:9]=3)=[CH:26][CH:25]=2)[CH:38]=1. The yield is 0.910. (4) The reactants are [CH3:1][N:2]1[C:6](/[C:7](=[N:14]\[O:15][CH2:16][C:17]2[N:22]=[C:21]([NH2:23])[CH:20]=[CH:19][CH:18]=2)/[C:8]2[CH:13]=[CH:12][CH:11]=[CH:10][CH:9]=2)=[N:5][N:4]=[N:3]1.[C:24](Cl)(=O)[O:25]C1C=CC(F)=CC=1.N1C=CC=CC=1.[OH:41]/[N:42]=[C:43](/[CH2:45][CH3:46])\[CH3:44]. The catalyst is C(#N)C. The product is [CH3:44][C:43](=[N:42][O:41][C:24]([NH:23][C:21]1[CH:20]=[CH:19][CH:18]=[C:17]([CH2:16][O:15]/[N:14]=[C:7](\[C:6]2[N:2]([CH3:1])[N:3]=[N:4][N:5]=2)/[C:8]2[CH:9]=[CH:10][CH:11]=[CH:12][CH:13]=2)[N:22]=1)=[O:25])[CH2:45][CH3:46]. The yield is 0.270. (5) The reactants are Cl.Cl.[CH2:3]([N:5]([CH2:35][CH3:36])[CH:6]1[CH2:11][CH2:10][N:9]([C:12]([O:14][C:15]2[CH:20]=[C:19]([F:21])[CH:18]=[CH:17][C:16]=2/[CH:22]=[C:23]2\[C:24](=O)[N:25]=[C:26]([N:28]3[CH2:33][CH2:32][CH2:31][CH2:30][NH:29]3)[S:27]\2)=[O:13])[CH2:8][CH2:7]1)[CH3:4].P12(SP3(SP(SP(S3)(S1)=S)(=S)S2)=S)=[S:38]. The catalyst is N1C=CC=CC=1. The product is [CH2:3]([N:5]([CH2:35][CH3:36])[CH:6]1[CH2:11][CH2:10][N:9]([C:12]([O:14][C:15]2[CH:20]=[C:19]([F:21])[CH:18]=[CH:17][C:16]=2/[CH:22]=[C:23]2/[C:24](=[S:38])[N:25]=[C:26]([N:28]3[CH2:33][CH2:32][CH2:31][CH2:30][NH:29]3)[S:27]/2)=[O:13])[CH2:8][CH2:7]1)[CH3:4]. The yield is 0.150.